From a dataset of Reaction yield outcomes from USPTO patents with 853,638 reactions. Predict the reaction yield, written as a fraction of the theoretical maximum amount of product (1.0 means a 100% yield; for example, 0.34 means a 34% yield). (1) The reactants are [CH3:1][CH:2]([CH3:18])[C:3]([NH:5][C:6]1[CH:11]=[CH:10][CH:9]=[C:8]([CH:12]2[CH2:17][CH2:16][NH:15][CH2:14][CH2:13]2)[CH:7]=1)=[O:4].[CH2:19]=O.[F:21][C:22]1[CH:27]=[CH:26][CH:25]=[CH:24][C:23]=1[C:28]1[CH:29]=[CH:30][CH:31]=[C:32]2[C:36]=1[NH:35][CH:34]=[CH:33]2. The catalyst is CC(O)=O.O1CCOCC1.O. The product is [F:21][C:22]1[CH:27]=[CH:26][CH:25]=[CH:24][C:23]=1[C:28]1[CH:29]=[CH:30][CH:31]=[C:32]2[C:36]=1[NH:35][CH:34]=[C:33]2[CH2:19][N:15]1[CH2:16][CH2:17][CH:12]([C:8]2[CH:7]=[C:6]([NH:5][C:3](=[O:4])[CH:2]([CH3:18])[CH3:1])[CH:11]=[CH:10][CH:9]=2)[CH2:13][CH2:14]1. The yield is 1.00. (2) The reactants are [NH:1]1[C:9]2[C:4](=[CH:5][CH:6]=[CH:7][CH:8]=2)[CH:3]=[CH:2]1.Cl.O.[NH:12]1[CH2:17][CH2:16][C:15](=O)[CH2:14][CH2:13]1.[OH-].[K+].O. The catalyst is CO. The product is [NH:12]1[CH2:13][CH:14]=[C:15]([C:3]2[C:4]3[C:9](=[CH:8][CH:7]=[CH:6][CH:5]=3)[NH:1][CH:2]=2)[CH2:16][CH2:17]1. The yield is 0.870. (3) The reactants are [C:1]([C:3]1[CH:11]=[CH:10][C:6]([C:7]([Cl:9])=[O:8])=[CH:5][CH:4]=1)#[N:2].[NH2:12][C:13]1[CH:28]=[CH:27][C:26]([O:29][CH3:30])=[CH:25][C:14]=1[C:15]([NH:17][C:18]1[CH:23]=[CH:22][C:21]([Cl:24])=[CH:20][N:19]=1)=[O:16].N1C=CC=CC=1. The catalyst is C1COCC1. The product is [ClH:9].[Cl:24][C:21]1[CH:22]=[CH:23][C:18]([NH:17][C:15](=[O:16])[C:14]2[CH:25]=[C:26]([O:29][CH3:30])[CH:27]=[CH:28][C:13]=2[NH:12][C:7](=[O:8])[C:6]2[CH:10]=[CH:11][C:3]([C:1]#[N:2])=[CH:4][CH:5]=2)=[N:19][CH:20]=1. The yield is 0.748. (4) The reactants are Cl[C:2]1[N:7]=[C:6]([O:8][C:9]2[CH:37]=[CH:36][CH:35]=[CH:34][C:10]=2[CH2:11][NH:12][C:13]([NH:15][C:16]2[N:20]([C:21]3[CH:26]=[CH:25][C:24]([O:27][CH3:28])=[C:23]([CH3:29])[CH:22]=3)[N:19]=[C:18]([C:30]([CH3:33])([CH3:32])[CH3:31])[CH:17]=2)=[O:14])[CH:5]=[CH:4][N:3]=1.[NH:38]1[CH2:43][CH2:42][O:41][CH2:40][CH2:39]1. The catalyst is C(O)C. The product is [O:41]1[CH2:42][CH2:43][N:38]([C:2]2[N:7]=[C:6]([O:8][C:9]3[CH:37]=[CH:36][CH:35]=[CH:34][C:10]=3[CH2:11][NH:12][C:13]([NH:15][C:16]3[N:20]([C:21]4[CH:26]=[CH:25][C:24]([O:27][CH3:28])=[C:23]([CH3:29])[CH:22]=4)[N:19]=[C:18]([C:30]([CH3:33])([CH3:31])[CH3:32])[CH:17]=3)=[O:14])[CH:5]=[CH:4][N:3]=2)[CH2:39][CH2:40]1. The yield is 0.840. (5) The reactants are [CH3:1][C:2]1[CH:3]=[C:4](B(O)O)[CH:5]=[CH:6][CH:7]=1.C(O)(=O)CCCCCCCCCCCCC.N1C(C)=CC=CC=1C.[NH2:35][C:36]1[CH:37]=[C:38]2[C:42](=[CH:43][CH:44]=1)[N:41]([CH2:45][C:46]1[CH:51]=[CH:50][CH:49]=[CH:48][CH:47]=1)[C:40]([C:52]([O:54]CC)=[O:53])=[C:39]2[C:57]1[CH:62]=[CH:61][CH:60]=[CH:59][CH:58]=1.O.[OH-].[Li+]. The catalyst is C(OCC)(=O)C.C1COCC1.CO.O.CC([O-])=O.CC([O-])=O.[Cu+2].C1(C)C=CC=CC=1. The product is [CH2:45]([N:41]1[C:42]2[C:38](=[CH:37][C:36]([NH:35][C:6]3[CH:5]=[CH:4][CH:3]=[C:2]([CH3:1])[CH:7]=3)=[CH:44][CH:43]=2)[C:39]([C:57]2[CH:58]=[CH:59][CH:60]=[CH:61][CH:62]=2)=[C:40]1[C:52]([OH:54])=[O:53])[C:46]1[CH:47]=[CH:48][CH:49]=[CH:50][CH:51]=1. The yield is 0.500.